This data is from NCI-60 drug combinations with 297,098 pairs across 59 cell lines. The task is: Regression. Given two drug SMILES strings and cell line genomic features, predict the synergy score measuring deviation from expected non-interaction effect. (1) Drug 1: C1CN1P(=S)(N2CC2)N3CC3. Drug 2: CCCCC(=O)OCC(=O)C1(CC(C2=C(C1)C(=C3C(=C2O)C(=O)C4=C(C3=O)C=CC=C4OC)O)OC5CC(C(C(O5)C)O)NC(=O)C(F)(F)F)O. Cell line: HOP-62. Synergy scores: CSS=31.7, Synergy_ZIP=0.452, Synergy_Bliss=0.707, Synergy_Loewe=-8.75, Synergy_HSA=0.415. (2) Drug 2: CC1=C(C(CCC1)(C)C)C=CC(=CC=CC(=CC(=O)O)C)C. Synergy scores: CSS=6.92, Synergy_ZIP=-2.16, Synergy_Bliss=-0.686, Synergy_Loewe=-1.85, Synergy_HSA=-0.954. Drug 1: CCCS(=O)(=O)NC1=C(C(=C(C=C1)F)C(=O)C2=CNC3=C2C=C(C=N3)C4=CC=C(C=C4)Cl)F. Cell line: TK-10. (3) Drug 1: CCC(=C(C1=CC=CC=C1)C2=CC=C(C=C2)OCCN(C)C)C3=CC=CC=C3.C(C(=O)O)C(CC(=O)O)(C(=O)O)O. Drug 2: C1=NC2=C(N1)C(=S)N=CN2. Cell line: RPMI-8226. Synergy scores: CSS=39.7, Synergy_ZIP=-1.52, Synergy_Bliss=-1.03, Synergy_Loewe=-30.4, Synergy_HSA=-0.188. (4) Drug 1: CC12CCC3C(C1CCC2O)C(CC4=C3C=CC(=C4)O)CCCCCCCCCS(=O)CCCC(C(F)(F)F)(F)F. Drug 2: CN(CCCl)CCCl.Cl. Cell line: NCI-H226. Synergy scores: CSS=2.81, Synergy_ZIP=0.0942, Synergy_Bliss=2.03, Synergy_Loewe=-0.557, Synergy_HSA=0.554. (5) Drug 1: CC1=C(C=C(C=C1)NC(=O)C2=CC=C(C=C2)CN3CCN(CC3)C)NC4=NC=CC(=N4)C5=CN=CC=C5. Drug 2: COC1=NC(=NC2=C1N=CN2C3C(C(C(O3)CO)O)O)N. Cell line: UACC62. Synergy scores: CSS=1.59, Synergy_ZIP=1.06, Synergy_Bliss=3.40, Synergy_Loewe=1.38, Synergy_HSA=1.28.